This data is from Full USPTO retrosynthesis dataset with 1.9M reactions from patents (1976-2016). The task is: Predict the reactants needed to synthesize the given product. (1) Given the product [O:13]1[CH2:14][CH2:15][N:10]([C:7]2[CH:6]=[CH:5][C:4]([NH2:1])=[N:9][CH:8]=2)[CH2:11][CH2:12]1, predict the reactants needed to synthesize it. The reactants are: [N+:1]([C:4]1[N:9]=[CH:8][C:7]([N:10]2[CH2:15][CH2:14][O:13][CH2:12][CH2:11]2)=[CH:6][CH:5]=1)([O-])=O.C(O)C. (2) Given the product [CH:1]([C:4]1[C:8]([CH2:9][CH2:10][CH2:11][O:12][C:24]2[C:29]([O:30][CH3:31])=[CH:28][CH:27]=[CH:26][C:25]=2[CH2:32][C:33]([OH:35])=[O:34])=[CH:7][N:6]([C:13]2[CH:14]=[CH:15][C:16]([C:19]([F:21])([F:22])[F:20])=[CH:17][CH:18]=2)[N:5]=1)([CH3:3])[CH3:2], predict the reactants needed to synthesize it. The reactants are: [CH:1]([C:4]1[C:8]([CH2:9][CH2:10][CH2:11][OH:12])=[CH:7][N:6]([C:13]2[CH:18]=[CH:17][C:16]([C:19]([F:22])([F:21])[F:20])=[CH:15][CH:14]=2)[N:5]=1)([CH3:3])[CH3:2].O[C:24]1[C:29]([O:30][CH3:31])=[CH:28][CH:27]=[CH:26][C:25]=1[CH2:32][C:33]([O:35]C)=[O:34].C(P(CCCC)CCCC)CCC.N(C(N1CCCCC1)=O)=NC(N1CCCCC1)=O.